From a dataset of Catalyst prediction with 721,799 reactions and 888 catalyst types from USPTO. Predict which catalyst facilitates the given reaction. (1) Reactant: [CH3:1][O-:2].[Na+].[CH2:4]([N:11]1[C:20]([C:21]([OH:23])=[O:22])=[C:19]([C:24]2[CH:29]=[CH:28][CH:27]=[CH:26][CH:25]=2)[C:18]2[C:13](=[CH:14][CH:15]=[C:16](F)[CH:17]=2)[C:12]1=[O:31])[C:5]1[CH:10]=[CH:9][CH:8]=[CH:7][CH:6]=1.O.Cl. Product: [CH2:4]([N:11]1[C:20]([C:21]([OH:23])=[O:22])=[C:19]([C:24]2[CH:29]=[CH:28][CH:27]=[CH:26][CH:25]=2)[C:18]2[C:13](=[CH:14][CH:15]=[C:16]([O:2][CH3:1])[CH:17]=2)[C:12]1=[O:31])[C:5]1[CH:10]=[CH:9][CH:8]=[CH:7][CH:6]=1. The catalyst class is: 5. (2) Reactant: [CH2:1]([O:3][C:4](=[O:11])[CH2:5][CH2:6][CH:7]([OH:10])[CH2:8][OH:9])[CH3:2].[C:12]([Si:16](Cl)([CH3:18])[CH3:17])([CH3:15])([CH3:14])[CH3:13].C(N(CC)CC)C. Product: [CH2:1]([O:3][C:4](=[O:11])[CH2:5][CH2:6][CH:7]([OH:10])[CH2:8][O:9][Si:16]([C:12]([CH3:15])([CH3:14])[CH3:13])([CH3:18])[CH3:17])[CH3:2]. The catalyst class is: 119. (3) Reactant: [Br:1][C:2]1[CH:7]=[CH:6][CH:5]=[CH:4][C:3]=1[C@@H:8]([NH2:10])[CH3:9].ClCCl.[F:14][C:15]([F:26])([F:25])[C:16](O[C:16](=[O:17])[C:15]([F:26])([F:25])[F:14])=[O:17].C(O)(=O)CC(CC(O)=O)(C(O)=O)O. Product: [Br:1][C:2]1[CH:7]=[CH:6][CH:5]=[CH:4][C:3]=1[C@@H:8]([NH:10][C:16](=[O:17])[C:15]([F:26])([F:25])[F:14])[CH3:9]. The catalyst class is: 66. (4) Reactant: [Cl:1][C:2]1[S:6][C:5]([C:7]2[O:11][N:10]=[C:9]([CH2:12][N:13]3[CH:17]=[C:16](C(=O)NC4CCN(C(C)C)CC4)[CH:15]=[C:14]3[C:30]([OH:32])=O)[CH:8]=2)=[CH:4][CH:3]=1.[CH3:33][N:34]([C:36]([O:40]N1N=NC2C=CC=NC1=2)=[N+](C)C)C.F[P-](F)(F)(F)(F)F.[CH3:57][CH2:58][N:59]([CH:63]([CH3:65])[CH3:64])[CH:60]([CH3:62])C.[CH3:66][O:67][CH:68]1[CH2:71][NH:70][CH2:69]1. Product: [CH:63]([N:59]1[CH2:58][CH2:57][CH:33]([NH:34][C:36]([C:17]2[N:13]([CH2:12][C:9]3[CH:8]=[C:7]([C:5]4[S:6][C:2]([Cl:1])=[CH:3][CH:4]=4)[O:11][N:10]=3)[C:14]([C:30]([N:70]3[CH2:71][CH:68]([O:67][CH3:66])[CH2:69]3)=[O:32])=[CH:15][CH:16]=2)=[O:40])[CH2:62][CH2:60]1)([CH3:64])[CH3:65]. The catalyst class is: 2. (5) Reactant: [CH3:1][S:2](Cl)(=[O:4])=[O:3].[F:6][C:7]1[CH:12]=[CH:11][CH:10]=[CH:9][C:8]=1[C:13]1[N:18]=[CH:17][C:16]([O:19][CH2:20][CH2:21][OH:22])=[CH:15][CH:14]=1.C(N(CC)CC)C. Product: [F:6][C:7]1[CH:12]=[CH:11][CH:10]=[CH:9][C:8]=1[C:13]1[N:18]=[CH:17][C:16]([O:19][CH2:20][CH2:21][O:22][S:2]([CH3:1])(=[O:4])=[O:3])=[CH:15][CH:14]=1. The catalyst class is: 2. (6) Reactant: [CH:1]1([N:7]2[CH2:11][C@@H:10]([C:12]3[CH:17]=[CH:16][CH:15]=[CH:14][CH:13]=3)[N:9]([CH:18]3[CH2:23][CH2:22][N:21]([CH2:24][C:25]4[CH:33]=[CH:32][C:28]([C:29](O)=[O:30])=[CH:27][CH:26]=4)[CH2:20][CH2:19]3)[C:8]2=[O:34])[CH2:6][CH2:5][CH2:4][CH2:3][CH2:2]1.[CH2:35]([O:37][C:38]([C@@H:40]1[CH2:45][CH2:44][CH2:43][CH2:42][C@H:41]1[NH2:46])=[O:39])[CH3:36]. Product: [CH2:35]([O:37][C:38]([C@@H:40]1[CH2:45][CH2:44][CH2:43][CH2:42][C@H:41]1[NH:46][C:29](=[O:30])[C:28]1[CH:32]=[CH:33][C:25]([CH2:24][N:21]2[CH2:22][CH2:23][CH:18]([N:9]3[C@H:10]([C:12]4[CH:13]=[CH:14][CH:15]=[CH:16][CH:17]=4)[CH2:11][N:7]([CH:1]4[CH2:6][CH2:5][CH2:4][CH2:3][CH2:2]4)[C:8]3=[O:34])[CH2:19][CH2:20]2)=[CH:26][CH:27]=1)=[O:39])[CH3:36]. The catalyst class is: 3. (7) Reactant: F[C:2]1[CH:7]=[C:6]([F:8])[CH:5]=[CH:4][C:3]=1[N+:9]([O-:11])=[O:10].[Cl:12][C:13]1[CH:14]=[C:15]([CH:18]=[C:19]([Cl:21])[CH:20]=1)[CH2:16][NH2:17].C(N(CC)C(C)C)(C)C. Product: [Cl:12][C:13]1[CH:14]=[C:15]([CH:18]=[C:19]([Cl:21])[CH:20]=1)[CH2:16][NH:17][C:2]1[CH:7]=[C:6]([F:8])[CH:5]=[CH:4][C:3]=1[N+:9]([O-:11])=[O:10]. The catalyst class is: 10.